This data is from Reaction yield outcomes from USPTO patents with 853,638 reactions. The task is: Predict the reaction yield, written as a fraction of the theoretical maximum amount of product (1.0 means a 100% yield; for example, 0.34 means a 34% yield). The reactants are Cl[C:2]1[CH:17]=[CH:16][C:5]([O:6][C:7]2[N:15]=[CH:14][CH:13]=[CH:12][C:8]=2[C:9]([OH:11])=[O:10])=[CH:4][CH:3]=1.[C:18]([C:21]1[CH:22]=[C:23](B(O)O)[CH:24]=[CH:25][CH:26]=1)(=[O:20])[CH3:19].C([O-])([O-])=O.[K+].[K+]. The catalyst is CC([O-])=O.CC([O-])=O.[Pd+2].C1(P(C2CCCCC2)C2C=CC=CC=2C2C(OC)=CC=C(S([O-])(=O)=O)C=2OC)CCCCC1.[Na+].O. The product is [C:18]([C:21]1[CH:26]=[C:25]([C:2]2[CH:17]=[CH:16][C:5]([O:6][C:7]3[N:15]=[CH:14][CH:13]=[CH:12][C:8]=3[C:9]([OH:11])=[O:10])=[CH:4][CH:3]=2)[CH:24]=[CH:23][CH:22]=1)(=[O:20])[CH3:19]. The yield is 0.920.